Dataset: Full USPTO retrosynthesis dataset with 1.9M reactions from patents (1976-2016). Task: Predict the reactants needed to synthesize the given product. (1) Given the product [CH2:29]([O:31][C:32]([C:34]1[C:35]2[S:43][CH:42]=[C:41]([CH2:44][O:21][C:16]3[CH:15]=[C:14]([NH:13][C:11](=[O:12])[C:10]4[CH:22]=[CH:23][C:24]([NH:25][CH2:26][CH2:27][OH:28])=[C:8]([Cl:7])[CH:9]=4)[CH:19]=[CH:18][C:17]=3[CH3:20])[C:36]=2[C:37]([Cl:40])=[N:38][CH:39]=1)=[O:33])[CH3:30], predict the reactants needed to synthesize it. The reactants are: C(=O)([O-])[O-].[K+].[K+].[Cl:7][C:8]1[CH:9]=[C:10]([CH:22]=[CH:23][C:24]=1[NH:25][CH2:26][CH2:27][OH:28])[C:11]([NH:13][C:14]1[CH:19]=[CH:18][C:17]([CH3:20])=[C:16]([OH:21])[CH:15]=1)=[O:12].[CH2:29]([O:31][C:32]([C:34]1[C:35]2[S:43][CH:42]=[C:41]([CH2:44]Br)[C:36]=2[C:37]([Cl:40])=[N:38][CH:39]=1)=[O:33])[CH3:30]. (2) Given the product [N:12]1[CH:13]=[CH:14][CH:15]=[CH:16][C:11]=1[NH:10][C:5]1[C:4]([NH2:1])=[CH:9][CH:8]=[CH:7][N:6]=1, predict the reactants needed to synthesize it. The reactants are: [N+:1]([C:4]1[C:5]([NH:10][C:11]2[CH:16]=[CH:15][CH:14]=[CH:13][N:12]=2)=[N:6][CH:7]=[CH:8][CH:9]=1)([O-])=O. (3) Given the product [CH2:1]([N:8]1[C:17]2[C:12](=[CH:13][C:14]([C:33]3[CH:34]=[CH:35][C:30]([F:29])=[CH:31][CH:32]=3)=[CH:15][CH:16]=2)[CH2:11][CH:10]([NH:19][S:20]([C:23]2[CH:28]=[CH:27][CH:26]=[CH:25][CH:24]=2)(=[O:22])=[O:21])[CH2:9]1)[C:2]1[CH:7]=[CH:6][CH:5]=[CH:4][CH:3]=1, predict the reactants needed to synthesize it. The reactants are: [CH2:1]([N:8]1[C:17]2[C:12](=[CH:13][C:14](Br)=[CH:15][CH:16]=2)[CH2:11][CH:10]([NH:19][S:20]([C:23]2[CH:28]=[CH:27][CH:26]=[CH:25][CH:24]=2)(=[O:22])=[O:21])[CH2:9]1)[C:2]1[CH:7]=[CH:6][CH:5]=[CH:4][CH:3]=1.[F:29][C:30]1[CH:35]=[CH:34][C:33](B(O)O)=[CH:32][CH:31]=1.CO.C1COCC1.C([O-])([O-])=O.[K+].[K+]. (4) The reactants are: CN(C(N[C@H](C(O)=O)C(C)C)=O)CC1N=[C:6](C(C)C)[S:7]C=1.C1CCC(N=C=NC2CCCCC2)CC1.C1C=CC2N(O)N=NC=2C=1.C([O:51][C:52](=[O:62])[C@H:53]([CH2:55][C:56]1C=CC=CC=1)[NH2:54])(C)(C)C.CCN(C(C)C)C(C)C.C(O)(C(F)(F)F)=O. Given the product [NH2:54][C@H:53]([C:52]([OH:51])=[O:62])[CH2:55][CH2:56][S:7][CH3:6], predict the reactants needed to synthesize it. (5) Given the product [C:58]([C:57]1[CH:56]=[C:55]([C:60]2[C:69]3[C:64](=[CH:65][C:66]([S:70]([NH:73][C:74]4[N:75]=[CH:76][CH:77]=[CH:78][N:79]=4)(=[O:71])=[O:72])=[CH:67][CH:68]=3)[CH:63]=[CH:62][N:61]=2)[C:54]([O:80][CH3:81])=[CH:53][C:52]=1[C:5]1[CH:6]=[CH:7][CH:8]=[C:3]([C:2]([F:13])([F:12])[F:1])[CH:4]=1)#[N:59], predict the reactants needed to synthesize it. The reactants are: [F:1][C:2]([F:13])([F:12])[C:3]1[CH:4]=[C:5](B(O)O)[CH:6]=[CH:7][CH:8]=1.P([O-])([O-])([O-])=O.[K+].[K+].[K+].C1(P(C2CCCCC2)C2C=CC=CC=2C2C(OC)=CC=CC=2OC)CCCCC1.Cl[C:52]1[C:57]([C:58]#[N:59])=[CH:56][C:55]([C:60]2[C:69]3[C:64](=[CH:65][C:66]([S:70]([NH:73][C:74]4[N:79]=[CH:78][CH:77]=[CH:76][N:75]=4)(=[O:72])=[O:71])=[CH:67][CH:68]=3)[CH:63]=[CH:62][N:61]=2)=[C:54]([O:80][CH3:81])[CH:53]=1. (6) The reactants are: [O:1]=[C:2]1[N:7]([CH2:8][C:9]#[CH:10])[N:6]=[N:5][C:4]2=[C:11]([C:14]([OH:16])=O)[N:12]=[CH:13][N:3]12.C(N(CC)CC)C.[CH2:24]([O:31][NH2:32])[C:25]1[CH:30]=[CH:29][CH:28]=[CH:27][CH:26]=1. Given the product [CH2:24]([O:31][NH:32][C:14]([C:11]1[N:12]=[CH:13][N:3]2[C:2](=[O:1])[N:7]([CH2:8][C:9]#[CH:10])[N:6]=[N:5][C:4]=12)=[O:16])[C:25]1[CH:30]=[CH:29][CH:28]=[CH:27][CH:26]=1, predict the reactants needed to synthesize it. (7) Given the product [C:1]([C:3]1[CH:8]=[CH:7][C:6]([O:9][C:13]2[CH:18]=[C:17]([O:9][C:6]3[CH:7]=[CH:8][C:3]([C:1]#[N:2])=[CH:4][CH:5]=3)[CH:16]=[CH:15][C:14]=2[N+:20]([O-:22])=[O:21])=[CH:5][CH:4]=1)#[N:2], predict the reactants needed to synthesize it. The reactants are: [C:1]([C:3]1[CH:8]=[CH:7][C:6]([OH:9])=[CH:5][CH:4]=1)#[N:2].[H-].[Na+].Cl[C:13]1[CH:18]=[C:17](Cl)[CH:16]=[CH:15][C:14]=1[N+:20]([O-:22])=[O:21].